This data is from TCR-epitope binding with 47,182 pairs between 192 epitopes and 23,139 TCRs. The task is: Binary Classification. Given a T-cell receptor sequence (or CDR3 region) and an epitope sequence, predict whether binding occurs between them. (1) The epitope is IIKDYGKQM. The TCR CDR3 sequence is CASNSWTGDQPQHF. Result: 0 (the TCR does not bind to the epitope). (2) Result: 1 (the TCR binds to the epitope). The TCR CDR3 sequence is CASSLEGYYEQYF. The epitope is KPLEFGATSAAL. (3) The epitope is KPLEFGATSAAL. The TCR CDR3 sequence is CASSYSWGTEQYF. Result: 0 (the TCR does not bind to the epitope).